Dataset: Drug-target binding data from BindingDB using Ki measurements. Task: Regression. Given a target protein amino acid sequence and a drug SMILES string, predict the binding affinity score between them. We predict pKi (pKi = -log10(Ki in M); higher means stronger inhibition). Dataset: bindingdb_ki. (1) The small molecule is Cc1ccnc(OC[C@H]2CN(CC(=O)N3c4ccccc4CC3C)CCO2)c1. The target protein (P34968) has sequence MVNLGTAVRSLLVHLIGLLVWQFDISISPVAAIVTDTFNSSDGGRLFQFPDGVQNWPALSIVVIIIMTIGGNILVIMAVSMEKKLHNATNYFLMSLAIADMLVGLLVMPLSLLAILYDYVWPLPRYLCPVWISLDVLFSTASIMHLCAISLDRYVAIRNPIEHSRFNSRTKAIMKIAIVWAISIGVSVPIPVIGLRDESKVFVNNTTCVLNDPNFVLIGSFVAFFIPLTIMVITYFLTIYVLRRQTLMLLRGHTEEELRNISLNFLKCCCKKGDEEENAPNPNPDQKPRRKKKEKRPRGTMQAINNEKKASKVLGIVFFVFLIMWCPFFITNILSVLCGKACNQKLMEKLLNVFVWIGYVCSGINPLVYTLFNKIYRRAFSKYLRCDYKPDKKPPVRQIPRVAATALSGRELNVNIYRHTNERVVRKANDTEPGIEMQVENLELPVNPSNVVSERISSV. The pKi is 5.2. (2) The compound is O=C(O)CCCCCCn1cnc2c1N=CNCC2O. The pKi is 5.0. The target protein (Q01433) has sequence MRNRGQGLFRLRSRCFLHQSLPLGAGRRKGLDVAEPGPSRCRSDSPAVAAVVPAMASYPSGSGKPKAKYPFKKRASLQASTAAPEARGGLGAPPLQSARSLPGPAPCLKHFPLDLRTSMDGKCKEIAEELFTRSLAESELRSAPYEFPEESPIEQLEERRQRLERQISQDVKLEPDILLRAKQDFLKTDSDSDLQLYKEQGEGQGDRSLRERDVLEREFQRVTISGEEKCGVPFTDLLDAAKSVVRALFIREKYMALSLQSFCPTTRRYLQQLAEKPLETRTYEQGPDTPVSADAPVHPPALEQHPYEHCEPSTMPGDLGLGLRMVRGVVHVYTRREPDEHCSEVELPYPDLQEFVADVNVLMALIINGPIKSFCYRRLQYLSSKFQMHVLLNEMKELAAQKKVPHRDFYNIRKVDTHIHASSCMNQKHLLRFIKRAMKRHLEEIVHVEQGREQTLREVFESMNLTAYDLSVDTLDVHADRNTFHRFDKFNAKYNPIGES....